Dataset: NCI-60 drug combinations with 297,098 pairs across 59 cell lines. Task: Regression. Given two drug SMILES strings and cell line genomic features, predict the synergy score measuring deviation from expected non-interaction effect. (1) Drug 1: C1CCN(CC1)CCOC2=CC=C(C=C2)C(=O)C3=C(SC4=C3C=CC(=C4)O)C5=CC=C(C=C5)O. Drug 2: CCC1(CC2CC(C3=C(CCN(C2)C1)C4=CC=CC=C4N3)(C5=C(C=C6C(=C5)C78CCN9C7C(C=CC9)(C(C(C8N6C)(C(=O)OC)O)OC(=O)C)CC)OC)C(=O)OC)O.OS(=O)(=O)O. Cell line: ACHN. Synergy scores: CSS=34.7, Synergy_ZIP=2.01, Synergy_Bliss=4.64, Synergy_Loewe=-53.1, Synergy_HSA=3.13. (2) Drug 1: C1CC(C1)(C(=O)O)C(=O)O.[NH2-].[NH2-].[Pt+2]. Drug 2: CCCCCOC(=O)NC1=NC(=O)N(C=C1F)C2C(C(C(O2)C)O)O. Cell line: 786-0. Synergy scores: CSS=-6.88, Synergy_ZIP=8.05, Synergy_Bliss=10.9, Synergy_Loewe=-4.25, Synergy_HSA=-7.95. (3) Drug 1: CC1C(C(=O)NC(C(=O)N2CCCC2C(=O)N(CC(=O)N(C(C(=O)O1)C(C)C)C)C)C(C)C)NC(=O)C3=C4C(=C(C=C3)C)OC5=C(C(=O)C(=C(C5=N4)C(=O)NC6C(OC(=O)C(N(C(=O)CN(C(=O)C7CCCN7C(=O)C(NC6=O)C(C)C)C)C)C(C)C)C)N)C. Drug 2: C1=CN(C(=O)N=C1N)C2C(C(C(O2)CO)O)O.Cl. Cell line: UACC62. Synergy scores: CSS=18.2, Synergy_ZIP=-7.05, Synergy_Bliss=-3.12, Synergy_Loewe=-0.270, Synergy_HSA=0.102.